Dataset: Reaction yield outcomes from USPTO patents with 853,638 reactions. Task: Predict the reaction yield, written as a fraction of the theoretical maximum amount of product (1.0 means a 100% yield; for example, 0.34 means a 34% yield). (1) The reactants are [CH:1]([N:4]1[C:10](=[O:11])[CH2:9][CH2:8][CH2:7][C:6]2[CH:12]=[C:13]([N+:16]([O-])=O)[CH:14]=[CH:15][C:5]1=2)([CH3:3])[CH3:2].Cl[C:20]1[N:25]=[C:24]([NH:26][C@@H:27]2[CH2:32][CH2:31][CH2:30][CH2:29][C@H:28]2[NH:33][S:34]([CH3:37])(=[O:36])=[O:35])[C:23]([Cl:38])=[CH:22][N:21]=1. No catalyst specified. The product is [Cl:38][C:23]1[C:24]([NH:26][C@@H:27]2[CH2:32][CH2:31][CH2:30][CH2:29][C@H:28]2[NH:33][S:34]([CH3:37])(=[O:36])=[O:35])=[N:25][C:20]([NH:16][C:13]2[CH:14]=[CH:15][C:5]3[N:4]([CH:1]([CH3:3])[CH3:2])[C:10](=[O:11])[CH2:9][CH2:8][CH2:7][C:6]=3[CH:12]=2)=[N:21][CH:22]=1. The yield is 0.610. (2) The reactants are CN(C(ON1N=NC2C=CC=CC1=2)=[N+](C)C)C.[B-](F)(F)(F)F.[F:23][C:24]1[CH:25]=[C:26]([N:31]2[CH2:35][CH2:34][CH2:33][CH:32]2[C:36]2[CH:37]=[C:38]([C:53]([OH:55])=O)[CH:39]=[C:40]3[C:45]=2[O:44][C:43]([N:46]2[CH2:51][CH2:50][O:49][CH2:48][CH2:47]2)=[CH:42][C:41]3=[O:52])[CH:27]=[C:28]([F:30])[CH:29]=1.[CH3:56][N:57]1CC[O:60][CH2:59][CH2:58]1.CNCCO. The catalyst is CN1C(=O)CCC1. The product is [F:23][C:24]1[CH:25]=[C:26]([N:31]2[CH2:35][CH2:34][CH2:33][CH:32]2[C:36]2[CH:37]=[C:38]([C:53]([N:57]([CH2:58][CH2:59][OH:60])[CH3:56])=[O:55])[CH:39]=[C:40]3[C:45]=2[O:44][C:43]([N:46]2[CH2:51][CH2:50][O:49][CH2:48][CH2:47]2)=[CH:42][C:41]3=[O:52])[CH:27]=[C:28]([F:30])[CH:29]=1. The yield is 0.710. (3) The product is [CH2:19]([CH:11]1[CH2:10][CH:9]([O:8][CH:31]2[CH2:32][CH2:33][O:28][CH2:29][CH2:30]2)[CH2:13][CH:12]1[C:14]([O:16][CH2:17][CH3:18])=[O:15])[CH3:20]. The reactants are [Si]([O:8][CH:9]1[CH2:13][CH:12]([C:14]([O:16][CH2:17][CH3:18])=[O:15])[CH:11]([CH2:19][CH3:20])[CH2:10]1)(C(C)(C)C)(C)C.C([SiH](CC)CC)C.[O:28]1[CH2:33][CH2:32][C:31](=O)[CH2:30][CH2:29]1. The catalyst is CC#N.[Bi](Br)(Br)Br. The yield is 0.980. (4) The reactants are [Br:1][C:2]1[C:3]([S:9]([NH:12][C:13]2[CH:21]=[CH:20][C:16]([C:17]([OH:19])=[O:18])=[C:15]([OH:22])[CH:14]=2)(=[O:11])=[O:10])=[C:4]([Cl:8])[S:5][C:6]=1[Cl:7].[CH3:23][O:24][CH2:25][CH2:26]O. No catalyst specified. The product is [Br:1][C:2]1[C:3]([S:9]([NH:12][C:13]2[CH:21]=[CH:20][C:16]([C:17]([O:19][CH2:26][CH2:25][O:24][CH3:23])=[O:18])=[C:15]([OH:22])[CH:14]=2)(=[O:10])=[O:11])=[C:4]([Cl:8])[S:5][C:6]=1[Cl:7]. The yield is 0.370. (5) The reactants are C([N:8]1[CH2:12][C@@H:11]([C:13]2[CH:18]=[CH:17][C:16]([F:19])=[CH:15][C:14]=2[F:20])[C@H:10]([C:21]([O:23][CH3:24])=[O:22])[CH2:9]1)C1C=CC=CC=1.CC1CC=CCC=1.[C:40](O[C:40]([O:42][C:43]([CH3:46])([CH3:45])[CH3:44])=[O:41])([O:42][C:43]([CH3:46])([CH3:45])[CH3:44])=[O:41]. The catalyst is C(O)C.[OH-].[OH-].[Pd+2]. The product is [F:20][C:14]1[CH:15]=[C:16]([F:19])[CH:17]=[CH:18][C:13]=1[C@@H:11]1[CH2:12][N:8]([C:40]([O:42][C:43]([CH3:44])([CH3:45])[CH3:46])=[O:41])[CH2:9][C@H:10]1[C:21]([O:23][CH3:24])=[O:22]. The yield is 0.920.